This data is from Forward reaction prediction with 1.9M reactions from USPTO patents (1976-2016). The task is: Predict the product of the given reaction. (1) Given the reactants CCN(C(C)C)C(C)C.Cl[C:11]1[C:21]([C:22]#[N:23])=[CH:20][C:14]([C:15]([O:17][CH2:18][CH3:19])=[O:16])=[C:13]([CH3:24])[N:12]=1.Cl.[CH3:26][CH:27]1[CH:32]([C:33]([OH:35])=[O:34])[CH2:31][CH2:30][NH:29][CH2:28]1, predict the reaction product. The product is: [C:22]([C:21]1[C:11]([N:29]2[CH2:30][CH2:31][CH:32]([C:33]([OH:35])=[O:34])[CH:27]([CH3:26])[CH2:28]2)=[N:12][C:13]([CH3:24])=[C:14]([C:15]([O:17][CH2:18][CH3:19])=[O:16])[CH:20]=1)#[N:23]. (2) Given the reactants C(OC(=O)C)(=O)C.C[O:9][C:10]([C:12]1[S:13][CH:14]=[CH:15][C:16]=1[NH2:17])=O.C([O-])=O.[NH4+].[CH:22]([NH2:24])=O, predict the reaction product. The product is: [N:17]1[C:16]2[CH:15]=[CH:14][S:13][C:12]=2[C:10](=[O:9])[NH:24][CH:22]=1.